From a dataset of Reaction yield outcomes from USPTO patents with 853,638 reactions. Predict the reaction yield, written as a fraction of the theoretical maximum amount of product (1.0 means a 100% yield; for example, 0.34 means a 34% yield). (1) The catalyst is C(O)C. The yield is 0.700. The reactants are [CH3:1][N:2]1[C:6]2=[N:7][CH:8]=[CH:9][C:10]([C:11]3[CH:16]=[CH:15][C:14]([C:17]([N:19]4[CH2:25][CH:24]5[O:26][CH:21]([CH2:22][CH2:23]5)[CH2:20]4)=[O:18])=[CH:13][CH:12]=3)=[C:5]2[C:4]([CH:27]=O)=[CH:3]1.[OH:29][C:30]1[C:35]2[C:36](=[O:39])[CH2:37][O:38][C:34]=2[CH:33]=[CH:32][CH:31]=1.Cl. The product is [OH:29][C:30]1[C:35]2[C:36](=[O:39])/[C:37](=[CH:27]/[C:4]3[C:5]4[C:6](=[N:7][CH:8]=[CH:9][C:10]=4[C:11]4[CH:16]=[CH:15][C:14]([C:17]([N:19]5[CH2:20][CH:21]6[O:26][CH:24]([CH2:23][CH2:22]6)[CH2:25]5)=[O:18])=[CH:13][CH:12]=4)[N:2]([CH3:1])[CH:3]=3)/[O:38][C:34]=2[CH:33]=[CH:32][CH:31]=1. (2) The reactants are [CH2:1]1[CH2:6][CH2:5][C:4]([CH2:11][NH2:12])([CH2:7][C:8]([OH:10])=[O:9])[CH2:3][CH2:2]1.[CH2:13](O)[CH:14]=[CH2:15].S(Cl)([Cl:19])=O. The catalyst is C(OCC)C. The product is [ClH:19].[NH2:12][CH2:11][C:4]1([CH2:7][C:8]([O:10][CH2:15][CH:14]=[CH2:13])=[O:9])[CH2:3][CH2:2][CH2:1][CH2:6][CH2:5]1. The yield is 0.880. (3) The reactants are [CH2:1]([C:5]1[N:6]=[C:7]([CH3:27])[NH:8][C:9](=[O:26])[C:10]=1[CH2:11][C:12]1[CH:17]=[CH:16][C:15]([C:18]2[C:19]([C:24]#[N:25])=[CH:20][CH:21]=[CH:22][CH:23]=2)=[CH:14][CH:13]=1)[CH2:2][CH2:3][CH3:4].C(=O)([O-])[O-].[Cs+].[Cs+].Cl[CH2:35][C:36]1[N:40](C(OC(C)(C)C)=O)[C:39]2[CH:48]=[CH:49][CH:50]=[CH:51][C:38]=2[N:37]=1.[I-].[K+]. The catalyst is C(OCC)(=O)C.CN(C)C(=O)C. The product is [NH:37]1[C:38]2[CH:51]=[CH:50][CH:49]=[CH:48][C:39]=2[N:40]=[C:36]1[CH2:35][N:8]1[C:9](=[O:26])[C:10]([CH2:11][C:12]2[CH:17]=[CH:16][C:15]([C:18]3[C:19]([C:24]#[N:25])=[CH:20][CH:21]=[CH:22][CH:23]=3)=[CH:14][CH:13]=2)=[C:5]([CH2:1][CH2:2][CH2:3][CH3:4])[N:6]=[C:7]1[CH3:27]. The yield is 0.180. (4) The reactants are Cl[C:2]1[N:7]=[C:6]([NH:8][C:9]2[CH:14]=[CH:13][C:12]([P:15]([CH3:18])([CH3:17])=[O:16])=[CH:11][CH:10]=2)[C:5]([Cl:19])=[CH:4][N:3]=1.[CH3:20][O:21][C:22]1[CH:28]=[C:27]([N:29]2[CH2:34][CH2:33][CH:32]([N:35]3[CH2:40][CH2:39][N:38]([CH3:41])[CH2:37][CH2:36]3)[CH2:31][CH2:30]2)[CH:26]=[CH:25][C:23]=1[NH2:24].C(=O)(O)[O-].[Na+]. The catalyst is COCCO. The product is [Cl:19][C:5]1[C:6]([NH:8][C:9]2[CH:14]=[CH:13][C:12]([P:15]([CH3:18])([CH3:17])=[O:16])=[CH:11][CH:10]=2)=[N:7][C:2]([NH:24][C:23]2[CH:25]=[CH:26][C:27]([N:29]3[CH2:34][CH2:33][CH:32]([N:35]4[CH2:36][CH2:37][N:38]([CH3:41])[CH2:39][CH2:40]4)[CH2:31][CH2:30]3)=[CH:28][C:22]=2[O:21][CH3:20])=[N:3][CH:4]=1. The yield is 0.200. (5) The reactants are [C:1]([NH:4][CH2:5][CH2:6][C:7]1[CH:12]=[C:11]([Cl:13])[CH:10]=[CH:9][C:8]=1[S:14](Cl)(=[O:16])=[O:15])(=[O:3])[CH3:2].[NH3:18].O. The product is [Cl:13][C:11]1[CH:10]=[CH:9][C:8]([S:14](=[O:16])(=[O:15])[NH2:18])=[C:7]([CH2:6][CH2:5][NH:4][C:1](=[O:3])[CH3:2])[CH:12]=1. The catalyst is C(Cl)Cl. The yield is 0.780. (6) The reactants are [C:1]1([C:7]2[CH:8]=[CH:9][C:10]([NH2:13])=[N:11][CH:12]=2)[CH:6]=[CH:5][CH:4]=[CH:3][CH:2]=1.[Br:14]N1C(=O)CCC1=O.CCOC(C)=O. The catalyst is CN(C=O)C. The product is [Br:14][C:9]1[C:10]([NH2:13])=[N:11][CH:12]=[C:7]([C:1]2[CH:2]=[CH:3][CH:4]=[CH:5][CH:6]=2)[CH:8]=1. The yield is 0.600. (7) The reactants are N[C:2]1[CH:3]=[C:4]([NH:12][C:13]([C:15]2[C:24](=[O:25])[C:23]3[C:18](=[CH:19][CH:20]=[CH:21][CH:22]=3)[NH:17][CH:16]=2)=[O:14])[CH:5]=[CH:6][C:7]=1[C:8]([CH3:11])([CH3:10])[CH3:9].[C:26](O)(=O)C.C=O.[C:32]([BH3-])#[N:33].[Na+]. The catalyst is C(Cl)Cl.CO.CCOCC. The product is [CH3:26][N:33]([CH3:32])[C:2]1[CH:3]=[C:4]([NH:12][C:13]([C:15]2[C:24](=[O:25])[C:23]3[C:18](=[CH:19][CH:20]=[CH:21][CH:22]=3)[NH:17][CH:16]=2)=[O:14])[CH:5]=[CH:6][C:7]=1[C:8]([CH3:11])([CH3:10])[CH3:9]. The yield is 0.170.